From a dataset of Reaction yield outcomes from USPTO patents with 853,638 reactions. Predict the reaction yield, written as a fraction of the theoretical maximum amount of product (1.0 means a 100% yield; for example, 0.34 means a 34% yield). (1) The reactants are [N:1]1[C:10]2[C:5](=[CH:6][CH:7]=[CH:8][CH:9]=2)[CH:4]=[C:3]([CH:11]=[CH:12][CH:13]=[O:14])[CH:2]=1.[BH4-].[Na+].C(OC(C)C)(=O)C.[Cl-].[NH4+]. The catalyst is CO. The product is [N:1]1[C:10]2[C:5](=[CH:6][CH:7]=[CH:8][CH:9]=2)[CH:4]=[C:3]([CH:11]=[CH:12][CH2:13][OH:14])[CH:2]=1. The yield is 0.654. (2) The reactants are [OH:1][C:2]1([CH2:15][O:16][C:17]2[CH:18]=[CH:19][CH:20]=[C:21]3[C:26]=2[N:25]=[C:24]([C:27]2[N:31]4[CH:32]=[CH:33][C:34]([CH3:36])=[CH:35][C:30]4=[N:29][N:28]=2)[CH:23]=[CH:22]3)[CH2:7][CH2:6][N:5]([C:8]([O:10][C:11]([CH3:14])([CH3:13])[CH3:12])=[O:9])[CH2:4][CH2:3]1.[H-].[Na+].I[CH3:40]. The catalyst is CN(C)C=O. The product is [CH3:40][O:1][C:2]1([CH2:15][O:16][C:17]2[CH:18]=[CH:19][CH:20]=[C:21]3[C:26]=2[N:25]=[C:24]([C:27]2[N:31]4[CH:32]=[CH:33][C:34]([CH3:36])=[CH:35][C:30]4=[N:29][N:28]=2)[CH:23]=[CH:22]3)[CH2:7][CH2:6][N:5]([C:8]([O:10][C:11]([CH3:13])([CH3:12])[CH3:14])=[O:9])[CH2:4][CH2:3]1. The yield is 0.460. (3) The reactants are Cl[Si](C)(C)[CH3:3].[CH2:6]([N:13]1[CH2:18][CH:17]([OH:19])[CH2:16][CH:15]([C:20]([OH:22])=[O:21])[CH2:14]1)[C:7]1[CH:12]=[CH:11][CH:10]=[CH:9][CH:8]=1. The catalyst is CO. The product is [CH2:6]([N:13]1[CH2:18][CH:17]([OH:19])[CH2:16][CH:15]([C:20]([O:22][CH3:3])=[O:21])[CH2:14]1)[C:7]1[CH:8]=[CH:9][CH:10]=[CH:11][CH:12]=1. The yield is 0.710. (4) The reactants are [NH2:1][C:2]1[C:3]([CH3:11])=[C:4]([CH2:9][OH:10])[CH:5]=[CH:6][C:7]=1[CH3:8].[C:12](=[O:15])([O-])O.[Na+].ICl.[I-:19].[C:20](OC(=O)C)(=[O:22])[CH3:21].[CH3:27]N(C1C=CC=CN=1)C. The catalyst is CO.ClCCl. The product is [C:20]([NH:1][C:2]1[C:3]([CH3:11])=[C:4]([C:5]([I:19])=[CH:6][C:7]=1[CH3:8])[CH2:9][O:10][C:12](=[O:15])[CH3:27])(=[O:22])[CH3:21]. The yield is 0.950.